Dataset: Full USPTO retrosynthesis dataset with 1.9M reactions from patents (1976-2016). Task: Predict the reactants needed to synthesize the given product. (1) Given the product [OH:32][N:33]=[C:34]([NH:43][C:15]([C:13]1[CH:12]=[CH:11][C:10]([C:18]2[CH:23]=[CH:22][CH:21]=[CH:20][CH:19]=2)=[C:9]([F:8])[CH:14]=1)=[O:17])[C:31]1[CH:47]=[CH:46][C:45]([OH:44])=[CH:28][C:29]=1[CH3:30], predict the reactants needed to synthesize it. The reactants are: C(N(CC)CC)C.[F:8][C:9]1[CH:14]=[C:13]([C:15]([OH:17])=O)[CH:12]=[CH:11][C:10]=1[C:18]1[CH:23]=[CH:22][CH:21]=[CH:20][CH:19]=1.ClC(O[CH2:28][CH:29]([CH3:31])[CH3:30])=O.[OH:32][NH:33][C:34](=[NH:43])C1C=CC(CO)=CC=1.[O:44]1C[CH2:47][CH2:46][CH2:45]1. (2) Given the product [CH3:1][O:2][C:5]1[CH:12]=[CH:11][C:8]([C:9]#[N:10])=[C:7]([CH3:13])[N:6]=1, predict the reactants needed to synthesize it. The reactants are: [CH3:1][O-:2].[Na+].Cl[C:5]1[CH:12]=[CH:11][C:8]([C:9]#[N:10])=[C:7]([CH3:13])[N:6]=1. (3) The reactants are: [CH:1]1([N:5]2[CH2:11][CH2:10][C:9]3[CH:12]=[CH:13][C:14]([O:16][C:17]4[CH:22]=[CH:21][C:20](I)=[CH:19][N:18]=4)=[CH:15][C:8]=3[CH2:7][CH2:6]2)[CH2:4][CH2:3][CH2:2]1.CC([Si](C)(C)[O:29][C@H:30]1[CH2:34][NH:33][C:32](=[O:35])[CH2:31]1)(C)C. Given the product [CH:1]1([N:5]2[CH2:11][CH2:10][C:9]3[CH:12]=[CH:13][C:14]([O:16][C:17]4[N:18]=[CH:19][C:20]([N:33]5[CH2:34][C@H:30]([OH:29])[CH2:31][C:32]5=[O:35])=[CH:21][CH:22]=4)=[CH:15][C:8]=3[CH2:7][CH2:6]2)[CH2:4][CH2:3][CH2:2]1, predict the reactants needed to synthesize it. (4) Given the product [Br:21][CH2:22][CH2:20][O:19][CH:3]([O:2][CH3:1])[CH:4]1[CH2:8][S:7][C:6]([C:9]2[S:10][C:11]3[CH:17]=[C:16]([OH:18])[CH:15]=[CH:14][C:12]=3[N:13]=2)=[N:5]1, predict the reactants needed to synthesize it. The reactants are: [CH3:1][O:2][CH:3]([O:19][CH3:20])[CH:4]1[CH2:8][S:7][C:6]([C:9]2[S:10][C:11]3[CH:17]=[C:16]([OH:18])[CH:15]=[CH:14][C:12]=3[N:13]=2)=[N:5]1.[Br:21][CH2:22]CO.Cl.C([O-])(=O)C.C([NH+](CC)CC)C.